This data is from Reaction yield outcomes from USPTO patents with 853,638 reactions. The task is: Predict the reaction yield, written as a fraction of the theoretical maximum amount of product (1.0 means a 100% yield; for example, 0.34 means a 34% yield). (1) The reactants are [Br:1][C:2]1[C:11]2[C:6](=[CH:7][CH:8]=[CH:9][CH:10]=2)[CH:5]=[C:4]([S:12][C:13]2[CH:18]=[CH:17][C:16]([F:19])=[CH:15][CH:14]=2)[N:3]=1.C1C=C(Cl)C=C(C(OO)=[O:28])C=1. The catalyst is C(Cl)Cl. The product is [Br:1][C:2]1[C:11]2[C:6](=[CH:7][CH:8]=[CH:9][CH:10]=2)[CH:5]=[C:4]([S:12]([C:13]2[CH:18]=[CH:17][C:16]([F:19])=[CH:15][CH:14]=2)=[O:28])[N:3]=1. The yield is 0.870. (2) The reactants are [Cl:1][C:2]1[C:10]([NH:11][S:12]([CH2:15][CH2:16][CH3:17])(=[O:14])=[O:13])=[CH:9][CH:8]=[C:7]([Cl:18])[C:3]=1C(O)=O.C([N:21](CC)CC)C.C1C=CC(OP(OC2C=CC=CC=2)(N=[N+]=[N-])=O)=CC=1.O. The catalyst is C1COCC1.C(OCC)(=O)C. The product is [NH2:21][C:3]1[C:2]([Cl:1])=[C:10]([NH:11][S:12]([CH2:15][CH2:16][CH3:17])(=[O:14])=[O:13])[CH:9]=[CH:8][C:7]=1[Cl:18]. The yield is 0.330. (3) The reactants are Br.Br[CH2:3][C:4]([C:6]1[CH:11]=[CH:10][N:9]=[CH:8][CH:7]=1)=O.[C:12]([C:14]1[CH:15]=[C:16]([NH:20][C:21]([NH2:23])=[S:22])[CH:17]=[CH:18][CH:19]=1)#[N:13].N. The catalyst is CCO.O. The product is [N:9]1[CH:10]=[CH:11][C:6]([C:4]2[N:23]=[C:21]([NH:20][C:16]3[CH:15]=[C:14]([CH:19]=[CH:18][CH:17]=3)[C:12]#[N:13])[S:22][CH:3]=2)=[CH:7][CH:8]=1. The yield is 0.900. (4) The reactants are [F:1][C:2]([F:23])([F:22])[C:3]1[CH:4]=[C:5]([C:9]2[CH:14]=[C:13]([C:15]([F:18])([F:17])[F:16])[N:12]3[N:19]=[CH:20][CH:21]=[C:11]3[N:10]=2)[CH:6]=[CH:7][CH:8]=1.C([O-])(=O)C.[Na+].[I:29]Cl. The catalyst is C(O)(=O)C.O. The product is [I:29][C:21]1[CH:20]=[N:19][N:12]2[C:13]([C:15]([F:18])([F:17])[F:16])=[CH:14][C:9]([C:5]3[CH:6]=[CH:7][CH:8]=[C:3]([C:2]([F:1])([F:22])[F:23])[CH:4]=3)=[N:10][C:11]=12. The yield is 0.940. (5) The reactants are C1(P(C2C=CC=CC=2)C2C=CC=CC=2)C=CC=CC=1.CN(C=O)C.[Br:25][C:26]1[CH:31]=[CH:30][C:29]([S:32](Cl)(=O)=O)=[CH:28][C:27]=1[F:36]. The catalyst is C(Cl)Cl. The product is [Br:25][C:26]1[CH:31]=[CH:30][C:29]([SH:32])=[CH:28][C:27]=1[F:36]. The yield is 0.660. (6) The reactants are [F:1][C:2]1[CH:22]=[C:21]([S:23]([CH3:26])(=[O:25])=[O:24])[CH:20]=[CH:19][C:3]=1[O:4][C@H:5]1[CH2:9][CH2:8][N:7]([CH:10]2[CH2:15][CH2:14][N:13]([C:16]#[N:17])[CH2:12][CH2:11]2)[C:6]1=[O:18].[NH4+].[Cl-].[N-:29]=[N+:30]=[N-:31].[Na+]. The catalyst is CN(C=O)C. The product is [N:17]1[NH:29][N:30]=[N:31][C:16]=1[N:13]1[CH2:12][CH2:11][CH:10]([N:7]2[CH2:8][CH2:9][C@H:5]([O:4][C:3]3[CH:19]=[CH:20][C:21]([S:23]([CH3:26])(=[O:25])=[O:24])=[CH:22][C:2]=3[F:1])[C:6]2=[O:18])[CH2:15][CH2:14]1. The yield is 1.80. (7) The reactants are [C:1]([OH:9])(=O)[C:2]1[CH:7]=[CH:6][CH:5]=[CH:4][CH:3]=1.C(OC(=O)[C:14]([C:30]#[N:31])=[C:15]([C:23]1[CH:28]=[CH:27][C:26]([Cl:29])=[CH:25][CH:24]=1)[C:16]1[CH:21]=[CH:20][C:19]([Cl:22])=[CH:18][CH:17]=1)C.C(Cl)CCl.C1C=CC2N(O)N=NC=2C=1.CCN(C(C)C)C(C)C. No catalyst specified. The product is [Cl:22][C:19]1[CH:20]=[CH:21][C:16]([CH:15]([C:23]2[CH:24]=[CH:25][C:26]([Cl:29])=[CH:27][CH:28]=2)[CH2:14][CH2:30][NH:31][C:1](=[O:9])[C:2]2[CH:3]=[CH:4][CH:5]=[CH:6][CH:7]=2)=[CH:17][CH:18]=1. The yield is 0.775.